The task is: Predict the reactants needed to synthesize the given product.. This data is from Full USPTO retrosynthesis dataset with 1.9M reactions from patents (1976-2016). Given the product [OH:24][CH2:23][CH2:22][C@H:11]1[CH2:10][C@H:9]([CH2:8][C:7]2[CH:25]=[CH:26][C:4]([N+:1]([O-:3])=[O:2])=[CH:5][CH:6]=2)[N:13]([C:14]([O:16][C:17]([CH3:19])([CH3:18])[CH3:20])=[O:15])[C:12]1=[O:21], predict the reactants needed to synthesize it. The reactants are: [N+:1]([C:4]1[CH:26]=[CH:25][C:7]([CH2:8][C@@H:9]2[N:13]([C:14]([O:16][C:17]([CH3:20])([CH3:19])[CH3:18])=[O:15])[C:12](=[O:21])[C@@H:11]([CH2:22][CH:23]=[O:24])[CH2:10]2)=[CH:6][CH:5]=1)([O-:3])=[O:2].[BH4-].[Na+].